The task is: Predict the reactants needed to synthesize the given product.. This data is from Full USPTO retrosynthesis dataset with 1.9M reactions from patents (1976-2016). Given the product [C:26]1([O:30][C:29](=[O:74])[NH2:31])[CH:25]=[CH:65][CH:64]=[CH:28][CH:27]=1.[C:66]1([N:72]([C:75]2[CH:77]=[CH:55][CH:54]=[CH:53][CH:76]=2)[C:73](=[O:8])[O-:74])[CH:71]=[CH:70][CH:69]=[CH:68][CH:67]=1, predict the reactants needed to synthesize it. The reactants are: C1C(C(N)=[O:8])=C[N:31]([CH:29]2[O:30][CH:26]([CH2:25][O:8]P(OP(O[CH2:25][CH:26]3[O:30][CH:29]([N:31]4C5N=CN=C(N)C=5N=C4)[CH:28](OP([O-])([O-])=O)[CH:27]3O)([O-])=O)([O-])=O)[CH:27](O)[CH:28]2O)C=C1.[Na+].[Na+].[Na+].[Na+].[CH2:53](N([CH2:64][CH2:65][CH2:64][CH3:65])[CH2:53][CH2:54][CH2:55]C)[CH2:54][CH2:55]C.[C:66]1([N:72]=[C:73]=[O:74])[CH:71]=[CH:70][CH:69]=[CH:68][CH:67]=1.[CH:75](O)([CH3:77])[CH3:76].